Regression. Given two drug SMILES strings and cell line genomic features, predict the synergy score measuring deviation from expected non-interaction effect. From a dataset of NCI-60 drug combinations with 297,098 pairs across 59 cell lines. (1) Drug 1: C1C(C(OC1N2C=C(C(=O)NC2=O)F)CO)O. Drug 2: C1=CC=C(C=C1)NC(=O)CCCCCCC(=O)NO. Cell line: SF-539. Synergy scores: CSS=27.0, Synergy_ZIP=-9.06, Synergy_Bliss=-2.71, Synergy_Loewe=-3.87, Synergy_HSA=-0.426. (2) Drug 1: CC1C(C(CC(O1)OC2CC(OC(C2O)C)OC3=CC4=CC5=C(C(=O)C(C(C5)C(C(=O)C(C(C)O)O)OC)OC6CC(C(C(O6)C)O)OC7CC(C(C(O7)C)O)OC8CC(C(C(O8)C)O)(C)O)C(=C4C(=C3C)O)O)O)O. Drug 2: B(C(CC(C)C)NC(=O)C(CC1=CC=CC=C1)NC(=O)C2=NC=CN=C2)(O)O. Cell line: UACC-257. Synergy scores: CSS=53.2, Synergy_ZIP=1.17, Synergy_Bliss=2.18, Synergy_Loewe=-11.1, Synergy_HSA=1.89. (3) Synergy scores: CSS=-0.0230, Synergy_ZIP=0.0742, Synergy_Bliss=2.31, Synergy_Loewe=-1.81, Synergy_HSA=-0.452. Drug 2: C1CN(P(=O)(OC1)NCCCl)CCCl. Cell line: M14. Drug 1: C1CC(=O)NC(=O)C1N2C(=O)C3=CC=CC=C3C2=O.